This data is from Retrosynthesis with 50K atom-mapped reactions and 10 reaction types from USPTO. The task is: Predict the reactants needed to synthesize the given product. (1) Given the product C=CCNC(=O)CCn1ccc(NC(=O)[C@H](CC2CCCC2)c2ccc(S(C)(=O)=O)c(Cl)c2)n1, predict the reactants needed to synthesize it. The reactants are: C=CCN.CS(=O)(=O)c1ccc([C@@H](CC2CCCC2)C(=O)Nc2ccn(CCC(=O)O)n2)cc1Cl. (2) Given the product CC(C)(C)OC(=O)N1CCN(c2ncnc3nc[nH]c23)CC1, predict the reactants needed to synthesize it. The reactants are: CC(C)(C)OC(=O)N1CCNCC1.Clc1ncnc2nc[nH]c12. (3) Given the product O=C1NS(=O)(=O)c2cccc(O)c21, predict the reactants needed to synthesize it. The reactants are: COc1cccc2c1C(=O)NS2(=O)=O. (4) Given the product CCN(CC)C(=O)CSCCC(=O)O, predict the reactants needed to synthesize it. The reactants are: CCN(CC)C(=O)CBr.O=C(O)CCS. (5) The reactants are: CC(=O)c1ccsc1.OCCO. Given the product CC1(c2ccsc2)OCCO1, predict the reactants needed to synthesize it. (6) Given the product Clc1ccccc1C1CN=C2NCCN21, predict the reactants needed to synthesize it. The reactants are: NC1=NCC(c2ccccc2Cl)N1CCCl.